From a dataset of Catalyst prediction with 721,799 reactions and 888 catalyst types from USPTO. Predict which catalyst facilitates the given reaction. (1) Reactant: [NH2:1][C:2]1[C:3]2[C:10]([C:11]3[CH:12]=[C:13]4[C:17](=[CH:18][CH:19]=3)[N:16]([C:20](=[O:29])[CH2:21][C:22]3[CH:27]=[CH:26][CH:25]=[C:24]([CH3:28])[CH:23]=3)[CH2:15][CH2:14]4)=[CH:9][N:8]([CH:30]3[CH2:35][CH2:34][N:33](C(OC(C)(C)C)=O)[CH2:32][CH2:31]3)[C:4]=2[N:5]=[CH:6][N:7]=1.Cl. Product: [CH3:28][C:24]1[CH:23]=[C:22]([CH2:21][C:20]([N:16]2[C:17]3[C:13](=[CH:12][C:11]([C:10]4[C:3]5[C:2]([NH2:1])=[N:7][CH:6]=[N:5][C:4]=5[N:8]([CH:30]5[CH2:35][CH2:34][NH:33][CH2:32][CH2:31]5)[CH:9]=4)=[CH:19][CH:18]=3)[CH2:14][CH2:15]2)=[O:29])[CH:27]=[CH:26][CH:25]=1. The catalyst class is: 12. (2) Product: [Cl:1][C:2]1[C:7]([C:8]2[CH:13]=[CH:12][CH:11]=[C:10]([CH2:14][N:54]3[CH2:55][CH2:56][N:51]([CH3:50])[CH2:52][CH2:53]3)[CH:9]=2)=[CH:6][C:5]([CH2:16][NH:17][C:18]([C:20]2[CH:25]=[CH:24][CH:23]=[C:22]([C:26]([NH:28][CH2:29][C:30]3[C:31]([NH:43][CH:44]4[CH2:45][CH2:46][O:47][CH2:48][CH2:49]4)=[C:32]4[CH:40]=[N:39][N:38]([CH2:41][CH3:42])[C:33]4=[N:34][C:35]=3[CH2:36][CH3:37])=[O:27])[N:21]=2)=[O:19])=[CH:4][CH:3]=1. The catalyst class is: 2. Reactant: [Cl:1][C:2]1[C:7]([C:8]2[CH:13]=[CH:12][CH:11]=[C:10]([CH:14]=O)[CH:9]=2)=[CH:6][C:5]([CH2:16][NH:17][C:18]([C:20]2[CH:25]=[CH:24][CH:23]=[C:22]([C:26]([NH:28][CH2:29][C:30]3[C:31]([NH:43][CH:44]4[CH2:49][CH2:48][O:47][CH2:46][CH2:45]4)=[C:32]4[CH:40]=[N:39][N:38]([CH2:41][CH3:42])[C:33]4=[N:34][C:35]=3[CH2:36][CH3:37])=[O:27])[N:21]=2)=[O:19])=[CH:4][CH:3]=1.[CH3:50][N:51]1[CH2:56][CH2:55][NH:54][CH2:53][CH2:52]1.C(O[BH-](OC(=O)C)OC(=O)C)(=O)C.[Na+].C(O)(=O)C. (3) Reactant: [Cl:1][C:2]1[CH:3]=[N+:4]([O-:39])[CH:5]=[C:6]([Cl:38])[C:7]=1[CH2:8][C@@H:9]([C:23]1[CH:28]=[CH:27][C:26]([O:29][CH:30]([F:32])[F:31])=[C:25]([O:33][CH2:34][CH:35]2[CH2:37][CH2:36]2)[CH:24]=1)[O:10][C:11](OC1C=CC([N+]([O-])=O)=CC=1)=[O:12].Cl.[N+:41]([C:44]1[CH:49]=[CH:48][C:47]([CH2:50][NH2:51])=[CH:46][CH:45]=1)([O-:43])=[O:42]. Product: [Cl:38][C:6]1[CH:5]=[N+:4]([O-:39])[CH:3]=[C:2]([Cl:1])[C:7]=1[CH2:8][C@@H:9]([C:23]1[CH:28]=[CH:27][C:26]([O:29][CH:30]([F:31])[F:32])=[C:25]([O:33][CH2:34][CH:35]2[CH2:37][CH2:36]2)[CH:24]=1)[O:10][C:11](=[O:12])[NH:51][CH2:50][C:47]1[CH:46]=[CH:45][C:44]([N+:41]([O-:43])=[O:42])=[CH:49][CH:48]=1. The catalyst class is: 64. (4) Reactant: [C:1]([CH2:3][C:4]([O:6][CH3:7])=[O:5])#[N:2].[CH2:8]1[CH2:18]CN2C(=NCCC2)[CH2:10][CH2:9]1.BrC(C(Br)C)C. Product: [C:1]([C:3]1([C:4]([O:6][CH3:7])=[O:5])[CH2:10][CH2:9][CH2:8][CH2:18]1)#[N:2]. The catalyst class is: 3. (5) Reactant: [CH2:1]([N:4]1[C:9](=[O:10])[CH:8]=[CH:7][C:6]([C:11]2[S:15][C:14]([C:16](OCC)=[O:17])=[N:13][C:12]=2[C:21]2[CH:26]=[CH:25][CH:24]=[CH:23][CH:22]=2)=[N:5]1)[CH:2]=[CH2:3].[CH:27]([NH2:30])([CH3:29])[CH3:28]. Product: [CH2:1]([N:4]1[C:9](=[O:10])[CH:8]=[CH:7][C:6]([C:11]2[S:15][C:14]([C:16]([NH:30][CH:27]([CH3:29])[CH3:28])=[O:17])=[N:13][C:12]=2[C:21]2[CH:26]=[CH:25][CH:24]=[CH:23][CH:22]=2)=[N:5]1)[CH:2]=[CH2:3]. The catalyst class is: 7. (6) Reactant: [H-].[Na+].[OH:3][CH2:4][C:5]1[O:9][N:8]=[C:7]([C:10]([O:12][CH2:13][CH3:14])=[O:11])[CH:6]=1.Br[CH2:16][C:17]1[O:18][C:19]2[CH:25]=[CH:24][CH:23]=[CH:22][C:20]=2[CH:21]=1.[Cl-].[NH4+]. Product: [O:18]1[C:19]2[CH:25]=[CH:24][CH:23]=[CH:22][C:20]=2[CH:21]=[C:17]1[CH2:16][O:3][CH2:4][C:5]1[O:9][N:8]=[C:7]([C:10]([O:12][CH2:13][CH3:14])=[O:11])[CH:6]=1. The catalyst class is: 9. (7) Reactant: [C:1]([C:3]1[CH:4]=[CH:5][C:6]([O:24]C)=[C:7]([C:9]2[CH:14]=[CH:13][CH:12]=[C:11]([CH2:15][NH:16]C(=O)OC(C)(C)C)[CH:10]=2)[CH:8]=1)#[N:2].[N:26]([Sn](CCCC)(CCCC)CCCC)=[N+:27]=[N-:28].C(OCC)(=O)C.Cl. Product: [NH2:16][CH2:15][C:11]1[CH:10]=[C:9]([C:7]2[C:6]([OH:24])=[CH:5][CH:4]=[C:3]([C:1]3[NH:2][N:28]=[N:27][N:26]=3)[CH:8]=2)[CH:14]=[CH:13][CH:12]=1. The catalyst class is: 11. (8) Product: [CH2:13]([O:12][C:10](=[O:11])[CH:15]=[CH:6][C:5]1[CH:8]=[CH:9][C:2]([F:1])=[CH:3][CH:4]=1)[CH3:14]. The catalyst class is: 11. Reactant: [F:1][C:2]1[CH:9]=[CH:8][C:5]([CH:6]=O)=[CH:4][CH:3]=1.[C:10]([CH:15]=P(C1C=CC=CC=1)(C1C=CC=CC=1)C1C=CC=CC=1)([O:12][CH2:13][CH3:14])=[O:11].